This data is from Forward reaction prediction with 1.9M reactions from USPTO patents (1976-2016). The task is: Predict the product of the given reaction. (1) Given the reactants [CH3:1][C:2]1([CH3:28])[CH2:7][CH2:6][CH:5]([CH2:8][C:9]2[NH:10][C:11](=[O:27])[C:12]([C:21]3[CH:26]=[CH:25][CH:24]=[CH:23][CH:22]=3)=[C:13]([OH:20])[C:14]=2C(OCC)=O)[CH2:4][CH2:3]1.[OH-].[Na+].Cl, predict the reaction product. The product is: [CH3:1][C:2]1([CH3:28])[CH2:3][CH2:4][CH:5]([CH2:8][C:9]2[NH:10][C:11](=[O:27])[C:12]([C:21]3[CH:26]=[CH:25][CH:24]=[CH:23][CH:22]=3)=[C:13]([OH:20])[CH:14]=2)[CH2:6][CH2:7]1. (2) The product is: [NH2:1][C@H:2]([C:10]([OH:12])=[O:11])[CH2:3][CH2:4][CH2:5][CH2:14][NH2:13]. Given the reactants [NH2:1][C@H:2]([C:10]([OH:12])=[O:11])[CH2:3][CH2:4][CH2:5]NC(=N)N.[NH2:13][C@H:14](C(O)=O)CCC(=O)N.N[C@H](C(O)=O)CCC(=O)O, predict the reaction product. (3) Given the reactants [C:1]1(/[CH:7]=[CH:8]/[CH2:9][CH2:10][CH2:11][C:12]#[C:13][C:14]([O:16][CH3:17])=[O:15])[CH:6]=[CH:5][CH:4]=[CH:3][CH:2]=1, predict the reaction product. The product is: [CH2:9]1[C:8]2=[CH:7][C:1]3[C:6]([C:13]([C:14]([O:16][CH3:17])=[O:15])=[C:12]2[CH2:11][CH2:10]1)=[CH:5][CH:4]=[CH:3][CH:2]=3. (4) Given the reactants C([O:4][CH2:5][C:6]1[C:11]([N:12]2[C:24](=[O:25])[C:23]3[S:22][C:21]4[CH2:20][CH2:19][CH2:18][CH2:17][C:16]=4[C:15]=3[CH:14]=[N:13]2)=[CH:10][C:9]([F:26])=[CH:8][C:7]=1[C:27]1[CH:32]=[C:31]([NH:33][C:34]2[CH:39]=[CH:38][C:37]([N:40]3[CH2:45][CH2:44][N:43]([CH:46]4[CH2:49][O:48][CH2:47]4)[CH2:42][C@@H:41]3[CH3:50])=[CH:36][N:35]=2)[C:30](=[O:51])[N:29]([CH3:52])[CH:28]=1)(=O)C.[OH-].[Li+], predict the reaction product. The product is: [F:26][C:9]1[CH:8]=[C:7]([C:27]2[CH:32]=[C:31]([NH:33][C:34]3[CH:39]=[CH:38][C:37]([N:40]4[CH2:45][CH2:44][N:43]([CH:46]5[CH2:47][O:48][CH2:49]5)[CH2:42][C@@H:41]4[CH3:50])=[CH:36][N:35]=3)[C:30](=[O:51])[N:29]([CH3:52])[CH:28]=2)[C:6]([CH2:5][OH:4])=[C:11]([N:12]2[C:24](=[O:25])[C:23]3[S:22][C:21]4[CH2:20][CH2:19][CH2:18][CH2:17][C:16]=4[C:15]=3[CH:14]=[N:13]2)[CH:10]=1. (5) The product is: [CH2:1]([O:3][C:4]([C:5]1([C:8]([F:9])([F:10])[F:11])[CH:15]=[CH:14][CH2:13][O:12]1)=[O:16])[CH3:2]. Given the reactants [CH2:1]([O:3][C:4](=[O:16])[C:5]([O:12][CH2:13][CH:14]=[CH2:15])([C:8]([F:11])([F:10])[F:9])C=C)[CH3:2], predict the reaction product. (6) Given the reactants [OH-].[Na+].O.BrBr.[CH3:6][O:7][C:8]1[CH:9]=[C:10]2[C:15](=[CH:16][CH:17]=1)[N:14]=[CH:13][C:12](C(N)=O)=[CH:11]2.[N:21]1C=CC=CC=1, predict the reaction product. The product is: [NH2:21][C:12]1[CH:13]=[N:14][C:15]2[C:10]([CH:11]=1)=[CH:9][C:8]([O:7][CH3:6])=[CH:17][CH:16]=2. (7) Given the reactants [CH3:1][O:2][C:3]1[CH:4]=[C:5]([C:11]2[CH:12]=[N:13][C:14]([SH:17])=[N:15][CH:16]=2)[CH:6]=[CH:7][C:8]=1[O:9][CH3:10].[C:18]([O:22][C:23]([N:25]1[CH2:30][CH2:29][CH2:28][CH:27]([CH2:31][NH:32][C:33](=[O:36])[CH2:34]Cl)[CH2:26]1)=[O:24])([CH3:21])([CH3:20])[CH3:19].C(N(C(C)C)CC)(C)C, predict the reaction product. The product is: [C:18]([O:22][C:23]([N:25]1[CH2:30][CH2:29][CH2:28][CH:27]([CH2:31][NH:32][C:33](=[O:36])[CH2:34][S:17][C:14]2[N:13]=[CH:12][C:11]([C:5]3[CH:6]=[CH:7][C:8]([O:9][CH3:10])=[C:3]([O:2][CH3:1])[CH:4]=3)=[CH:16][N:15]=2)[CH2:26]1)=[O:24])([CH3:21])([CH3:19])[CH3:20]. (8) Given the reactants [C:1]1([C:7](=O)[CH2:8][CH:9]([C:12]#[N:13])[C:10]#[N:11])[CH:6]=[CH:5][CH:4]=[CH:3][CH:2]=1.C(N(CC)CC)C.[F:22][C:23]1[CH:28]=[CH:27][CH:26]=[CH:25][C:24]=1[SH:29], predict the reaction product. The product is: [F:22][C:23]1[CH:28]=[CH:27][CH:26]=[CH:25][C:24]=1[S:29][C:10]1[NH:11][C:7]([C:1]2[CH:6]=[CH:5][CH:4]=[CH:3][CH:2]=2)=[CH:8][C:9]=1[C:12]#[N:13].